Dataset: Full USPTO retrosynthesis dataset with 1.9M reactions from patents (1976-2016). Task: Predict the reactants needed to synthesize the given product. (1) The reactants are: CC(C)(O[C:5](=O)[N:6](C)[O:7][CH2:8][CH:9]([CH3:18])[O:10][C:11](=[O:17])[CH2:12][CH2:13][C:14]([OH:16])=[O:15])C. Given the product [CH3:5][NH:6][O:7][CH2:8][CH:9]([O:10][C:11](=[O:17])[CH2:12][CH2:13][C:14]([OH:16])=[O:15])[CH3:18], predict the reactants needed to synthesize it. (2) Given the product [Si:38]([O:37][C@H:29]([C:30]1[CH:31]=[CH:32][C:33]([F:36])=[CH:34][CH:35]=1)[CH2:28][CH2:27][CH:16]1[CH:15]([C:12]2[CH:13]=[CH:14][C:9]([OH:8])=[CH:10][C:11]=2[F:45])[N:18]([C:19]2[CH:20]=[CH:21][C:22]([F:25])=[CH:23][CH:24]=2)[C:17]1=[O:26])([C:41]([CH3:44])([CH3:43])[CH3:42])([CH3:40])[CH3:39], predict the reactants needed to synthesize it. The reactants are: C([O:8][C:9]1[CH:14]=[CH:13][C:12]([CH:15]2[N:18]([C:19]3[CH:24]=[CH:23][C:22]([F:25])=[CH:21][CH:20]=3)[C:17](=[O:26])[CH:16]2[CH2:27][CH2:28][C@H:29]([O:37][Si:38]([C:41]([CH3:44])([CH3:43])[CH3:42])([CH3:40])[CH3:39])[C:30]2[CH:35]=[CH:34][C:33]([F:36])=[CH:32][CH:31]=2)=[C:11]([F:45])[CH:10]=1)C1C=CC=CC=1. (3) Given the product [NH:1]1[C:9]2[C:4](=[CH:5][CH:6]=[C:7]([CH:10]([C:16]3[CH:17]=[N:18][CH:19]=[CH:20][CH:21]=3)[CH2:11][CH2:12][NH:14][CH3:15])[CH:8]=2)[CH:3]=[CH:2]1, predict the reactants needed to synthesize it. The reactants are: [NH:1]1[C:9]2[C:4](=[CH:5][CH:6]=[C:7]([CH:10]([C:16]3[CH:17]=[N:18][CH:19]=[CH:20][CH:21]=3)[CH2:11][C:12]([NH:14][CH3:15])=O)[CH:8]=2)[CH:3]=[CH:2]1.N1C2C(=CC=CC=2C(C2C=CC=CC=2)CCNC)C=C1. (4) The reactants are: [Br:1][C:2]1[CH:7]=[CH:6][C:5](/[C:8](/[CH3:16])=[C:9](\[CH3:15])/[C:10](OCC)=[O:11])=[CH:4][CH:3]=1.CC(C[AlH]CC(C)C)C. Given the product [Br:1][C:2]1[CH:3]=[CH:4][C:5](/[C:8](/[CH3:16])=[C:9](\[CH3:15])/[CH2:10][OH:11])=[CH:6][CH:7]=1, predict the reactants needed to synthesize it. (5) The reactants are: Cl[C:2]1[N:7]=[C:6]([NH:8][C:9]2[CH:14]=[CH:13][C:12]([O:15][CH3:16])=[CH:11][C:10]=2[NH:17][S:18]([CH3:21])(=[O:20])=[O:19])[C:5]([Cl:22])=[CH:4][N:3]=1.[CH3:23][O:24][C:25]1[CH:31]=[CH:30][C:29]([F:32])=[CH:28][C:26]=1[NH2:27]. Given the product [Cl:22][C:5]1[C:6]([NH:8][C:9]2[CH:14]=[CH:13][C:12]([O:15][CH3:16])=[CH:11][C:10]=2[NH:17][S:18]([CH3:21])(=[O:20])=[O:19])=[N:7][C:2]([NH:27][C:26]2[CH:28]=[C:29]([F:32])[CH:30]=[CH:31][C:25]=2[O:24][CH3:23])=[N:3][CH:4]=1, predict the reactants needed to synthesize it. (6) Given the product [CH2:42]([O:41][C:39]([C:31]1[CH:32]=[C:33]([C:2]2[CH:7]=[CH:6][C:5]([CH:8]([CH3:27])[C:9]([OH:14])([C:15]3[CH:16]=[CH:17][C:18]4[O:23][CH2:22][C:21](=[O:24])[N:20]([CH3:25])[C:19]=4[CH:26]=3)[C:10]([F:13])([F:11])[F:12])=[C:4]([Cl:28])[CH:3]=2)[CH:34]=[CH:35][C:30]=1[Cl:29])=[O:40])[CH3:43], predict the reactants needed to synthesize it. The reactants are: Br[C:2]1[CH:7]=[CH:6][C:5]([CH:8]([CH3:27])[C:9]([C:15]2[CH:16]=[CH:17][C:18]3[O:23][CH2:22][C:21](=[O:24])[N:20]([CH3:25])[C:19]=3[CH:26]=2)([OH:14])[C:10]([F:13])([F:12])[F:11])=[C:4]([Cl:28])[CH:3]=1.[Cl:29][C:30]1[CH:35]=[CH:34][C:33](B(O)O)=[CH:32][C:31]=1[C:39]([O:41][CH2:42][CH3:43])=[O:40]. (7) Given the product [CH3:1][O:2][C:3]1[C:4]([CH2:15][CH2:16][N:17]2[CH2:22][CH2:21][CH:20]([N:23]3[C:31]4[C:26](=[CH:27][CH:28]=[C:29]([C:32]([NH2:34])=[O:33])[CH:30]=4)[CH:25]=[CH:24]3)[CH2:19][CH2:18]2)=[CH:5][C:6]2[C:12](=[N:38][O:36][CH3:37])[CH2:11][CH2:10][CH2:9][O:8][C:7]=2[CH:14]=1, predict the reactants needed to synthesize it. The reactants are: [CH3:1][O:2][C:3]1[C:4]([CH2:15][CH2:16][N:17]2[CH2:22][CH2:21][CH:20]([N:23]3[C:31]4[C:26](=[CH:27][CH:28]=[C:29]([C:32]([NH2:34])=[O:33])[CH:30]=4)[CH:25]=[CH:24]3)[CH2:19][CH2:18]2)=[CH:5][C:6]2[C:12](=O)[CH2:11][CH2:10][CH2:9][O:8][C:7]=2[CH:14]=1.Cl.[O:36]([NH2:38])[CH3:37].C([O-])(=O)C.[Na+].[OH-].[Na+].C(=O)(O)[O-].[Na+].